The task is: Predict the reactants needed to synthesize the given product.. This data is from Full USPTO retrosynthesis dataset with 1.9M reactions from patents (1976-2016). (1) Given the product [CH2:14]([N:7]1[CH:8]=[C:3]([CH:1]=[O:2])[C:4](=[O:10])[NH:5][C:6]1=[O:9])[CH3:15], predict the reactants needed to synthesize it. The reactants are: [CH:1]([C:3]1[C:4](=[O:10])[NH:5][C:6](=[O:9])[NH:7][CH:8]=1)=[O:2].[H-].[Na+].I[CH2:14][CH3:15].CO. (2) Given the product [NH2:33][C:31]1[N:32]=[C:27]([C:51]2[S:50][C:49]([C:36]3([OH:35])[C:44]4[C:39](=[CH:40][C:41]([C:45]([O:47][CH3:48])=[O:46])=[CH:42][CH:43]=4)[CH2:38][CH2:37]3)=[N:53][CH:52]=2)[CH:28]=[C:29]([CH3:34])[CH:30]=1, predict the reactants needed to synthesize it. The reactants are: C(P(C12CC3CC(CC(C3)C1)C2)C12CC3CC(CC(C3)C1)C2)CCC.Br[C:27]1[N:32]=[C:31]([NH2:33])[CH:30]=[C:29]([CH3:34])[CH:28]=1.[OH:35][C:36]1([C:49]2[S:50][CH:51]=[CH:52][N:53]=2)[C:44]2[C:39](=[CH:40][C:41]([C:45]([O:47][CH3:48])=[O:46])=[CH:42][CH:43]=2)[CH2:38][CH2:37]1.[F-].[Cs+].C(O)(=O)C(C)(C)C. (3) Given the product [CH3:1][C:2]1[CH:3]=[C:4]([CH:8]=[C:9]([CH3:14])[C:10]=1[N+:11]([O-:13])=[O:12])[C:5]([O:7][CH2:19][CH3:20])=[O:6], predict the reactants needed to synthesize it. The reactants are: [CH3:1][C:2]1[CH:3]=[C:4]([CH:8]=[C:9]([CH3:14])[C:10]=1[N+:11]([O-:13])=[O:12])[C:5]([OH:7])=[O:6].S(Cl)(Cl)=O.[CH3:19][CH2:20]O.